This data is from HIV replication inhibition screening data with 41,000+ compounds from the AIDS Antiviral Screen. The task is: Binary Classification. Given a drug SMILES string, predict its activity (active/inactive) in a high-throughput screening assay against a specified biological target. (1) The drug is O=C(CCn1ccnc1)N1CCN(c2ccccc2)CC1. The result is 0 (inactive). (2) The result is 0 (inactive). The compound is O=C1c2ccsc2C(=O)c2ccsc21. (3) The molecule is Cc1ccc(N2CC(=O)N3CCCC(C)N3C(=O)C2)cc1. The result is 0 (inactive). (4) The compound is CC#CC#CC=C1C=CC2(OC=CC2OC(C)=O)O1. The result is 0 (inactive). (5) The molecule is COCC(C)(C)N=CN1Cc2cc3ccccc3nc2C1. The result is 0 (inactive). (6) The drug is CCCC[Sn]1(CCCC)OC(=O)c2cccnc2S1. The result is 0 (inactive).